This data is from Forward reaction prediction with 1.9M reactions from USPTO patents (1976-2016). The task is: Predict the product of the given reaction. Given the reactants [Br:1][C:2]1[CH:3]=[C:4]([S:12](Cl)(=[O:14])=[O:13])[CH:5]=[C:6]([C:8]([F:11])([F:10])[F:9])[CH:7]=1.C(=O)([O-])[O-].[K+].[K+].[CH:22]1([NH2:28])[CH2:27][CH2:26][CH2:25][CH2:24][CH2:23]1, predict the reaction product. The product is: [Br:1][C:2]1[CH:3]=[C:4]([S:12]([NH:28][CH:22]2[CH2:27][CH2:26][CH2:25][CH2:24][CH2:23]2)(=[O:14])=[O:13])[CH:5]=[C:6]([C:8]([F:11])([F:10])[F:9])[CH:7]=1.